Dataset: Catalyst prediction with 721,799 reactions and 888 catalyst types from USPTO. Task: Predict which catalyst facilitates the given reaction. (1) Reactant: [C:1]1([CH2:7][OH:8])[CH:6]=[CH:5][CH:4]=[CH:3][CH:2]=1.C(N(CC)CC)C.[O:16]=[C:17]1CCC(=O)N1OC(=O)ON1C(=O)CCC1=O.[N:34]1[CH:39]=[C:38]([C@@H:40]2[NH:44][CH:43]([C:45]([OH:47])=[O:46])[CH2:42][S:41]2)[CH:37]=[N:36][CH:35]=1. Product: [CH2:7]([O:8][C:17]([N:44]1[CH:43]([C:45]([OH:47])=[O:46])[CH2:42][S:41][C@@H:40]1[C:38]1[CH:37]=[N:36][CH:35]=[N:34][CH:39]=1)=[O:16])[C:1]1[CH:6]=[CH:5][CH:4]=[CH:3][CH:2]=1. The catalyst class is: 616. (2) Reactant: [CH3:1][C:2]1[N:25]([CH3:26])[C:5]2[CH:6]=[C:7]([C:22](O)=[O:23])[C:8]3[CH2:9][CH2:10][C:11]4([NH:20][C:21]=3[C:4]=2[N:3]=1)[CH2:19][C:18]1[C:13](=[CH:14][CH:15]=[CH:16][CH:17]=1)[CH2:12]4.CN(C(O[N:42]1N=[N:42][C:37]2[CH:38]=[CH:39][CH:39]=[CH:38][C:37]1=2)=[N+](C)C)C.[B-](F)(F)(F)F.N1CCC1. Product: [N:42]1([C:22]([C:7]2[C:8]3[CH2:9][CH2:10][C:11]4([NH:20][C:21]=3[C:4]3[N:3]=[C:2]([CH3:1])[N:25]([CH3:26])[C:5]=3[CH:6]=2)[CH2:12][C:13]2[C:18](=[CH:17][CH:16]=[CH:15][CH:14]=2)[CH2:19]4)=[O:23])[CH2:39][CH2:38][CH2:37]1. The catalyst class is: 9. (3) Reactant: C[C@@H]1O[C@@H](OC[C@H]2O[C@@H]([O:16][C:17]3[CH:22]=[C:21]4[O:23][C:24]([C:28]5[CH:33]=[CH:32][C:31]([O:34][CH3:35])=[C:30](O)[CH:29]=5)=[CH:25][C:26](=[O:27])[C:20]4=[C:19]([OH:37])[CH:18]=3)[C@H](O)[C@@H](O)[C@@H]2O)[C@H](O)[C@H](O)[C@H]1O.[C:44](=O)([O-])[O-:45].[K+].[K+].IC.C(OCC)(=O)C. Product: [OH:37][C:19]1[CH:18]=[C:17]([OH:16])[CH:22]=[C:21]2[C:20]=1[C:26](=[O:27])[CH:25]=[C:24]([C:28]1[CH:33]=[CH:32][C:31]([O:34][CH3:35])=[C:30]([O:45][CH3:44])[CH:29]=1)[O:23]2. The catalyst class is: 204. (4) Reactant: C(OC([N:8]1[CH2:13][CH2:12][CH:11]([NH:14][C:15]2[CH:24]=[C:23]([CH3:25])[C:22]3[C:17](=[CH:18][CH:19]=[CH:20][CH:21]=3)[N:16]=2)[CH2:10][CH2:9]1)=O)(C)(C)C.[ClH:26]. Product: [ClH:26].[ClH:26].[CH3:25][C:23]1[C:22]2[C:17](=[CH:18][CH:19]=[CH:20][CH:21]=2)[N:16]=[C:15]([NH:14][CH:11]2[CH2:12][CH2:13][NH:8][CH2:9][CH2:10]2)[CH:24]=1. The catalyst class is: 12. (5) Reactant: [I:1][C:2]1[CH:7]=[CH:6][C:5]([C@H:8]2[C@@H:13](C(O)=O)[CH2:12][CH2:11][O:10][CH2:9]2)=[CH:4][CH:3]=1.C([N:20](C(C)C)CC)(C)C.C1(P(N=[N+]=[N-])(C2C=CC=CC=2)=O)C=CC=CC=1.[OH-].[Na+]. Product: [I:1][C:2]1[CH:7]=[CH:6][C:5]([C@H:8]2[C@@H:13]([NH2:20])[CH2:12][CH2:11][O:10][CH2:9]2)=[CH:4][CH:3]=1. The catalyst class is: 359. (6) Reactant: N[C:2]1[N:7]=[C:6](N[C@H](C2N(C3C=CC=CC=3)C(=O)C3C(C=2)=CC=CC=3C2C=CN=C(OC)C=2)C)[C:5]([C:36]([OH:38])=O)=[CH:4][N:3]=1.[CH2:39]([N:41]=[C:42]=NCCCN(C)C)C.OC1C2N=NNC=2C=CC=1.CNC.C(N(CC)C(C)C)(C)C. Product: [CH3:39][N:41]([CH3:42])[C:36]([C:5]1[CH:6]=[N:7][CH:2]=[N:3][CH:4]=1)=[O:38]. The catalyst class is: 9. (7) Reactant: [CH3:1][C:2]1[N:7]=[C:6]([O:8][CH2:9][C:10]2[CH:19]=[CH:18][C:13]([C:14]([O:16]C)=[O:15])=[CH:12][CH:11]=2)[CH:5]=[CH:4][CH:3]=1.[Li+].[OH-]. Product: [CH3:1][C:2]1[N:7]=[C:6]([O:8][CH2:9][C:10]2[CH:19]=[CH:18][C:13]([C:14]([OH:16])=[O:15])=[CH:12][CH:11]=2)[CH:5]=[CH:4][CH:3]=1. The catalyst class is: 278. (8) Reactant: [C:1]([NH:9][C:10]1[S:11][CH2:12][C@@H:13]2[C@@H:18]([C:19]([OH:21])=O)[O:17][CH2:16][C@:14]2([C:22]2[CH:27]=[C:26]([Br:28])[CH:25]=[CH:24][C:23]=2[F:29])[N:15]=1)(=[O:8])[C:2]1[CH:7]=[CH:6][CH:5]=[CH:4][CH:3]=1.Cl.[CH3:31][NH:32][O:33][CH3:34].C(N(CC)CC)C.CN(C(ON1N=NC2C=CC=NC1=2)=[N+](C)C)C.F[P-](F)(F)(F)(F)F.[Cl-].[NH4+]. The catalyst class is: 4. Product: [C:1]([NH:9][C:10]1[S:11][CH2:12][C@@H:13]2[C@@H:18]([C:19]([N:32]([O:33][CH3:34])[CH3:31])=[O:21])[O:17][CH2:16][C@:14]2([C:22]2[CH:27]=[C:26]([Br:28])[CH:25]=[CH:24][C:23]=2[F:29])[N:15]=1)(=[O:8])[C:2]1[CH:7]=[CH:6][CH:5]=[CH:4][CH:3]=1.